Task: Predict which catalyst facilitates the given reaction.. Dataset: Catalyst prediction with 721,799 reactions and 888 catalyst types from USPTO (1) Reactant: [CH3:1][C:2]1[CH:7]=[CH:6][CH:5]=[C:4]([C:8]([NH:10][CH:11]([CH3:13])[CH3:12])=[O:9])[C:3]=1[NH:14][C:15]([C:17]1[N:21]([C:22]2[CH:31]=[CH:30][CH:29]=[CH:28][C:23]=2[C:24](OC)=[O:25])[N:20]=[C:19]([C:32]([F:35])([F:34])[F:33])[CH:18]=1)=[O:16].[BH4-].[Li+]. Product: [OH:25][CH2:24][C:23]1[CH:28]=[CH:29][CH:30]=[CH:31][C:22]=1[N:21]1[C:17]([C:15]([NH:14][C:3]2[C:4]([C:8]([NH:10][CH:11]([CH3:12])[CH3:13])=[O:9])=[CH:5][CH:6]=[CH:7][C:2]=2[CH3:1])=[O:16])=[CH:18][C:19]([C:32]([F:34])([F:35])[F:33])=[N:20]1. The catalyst class is: 7. (2) Reactant: [CH3:1][C:2]1([CH3:12])[O:6][C:5](=[O:7])/[C:4](=[CH:8]/[C:9](Cl)=[O:10])/[O:3]1.[Cl:13][C:14]1[CH:19]=[CH:18][C:17]([NH:20][CH2:21][C:22]2[CH:27]=[CH:26][C:25]([CH3:28])=[CH:24][CH:23]=2)=[CH:16][CH:15]=1.N1C=CC=CC=1. Product: [Cl:13][C:14]1[CH:15]=[CH:16][C:17]([N:20]([CH2:21][C:22]2[CH:23]=[CH:24][C:25]([CH3:28])=[CH:26][CH:27]=2)[C:9](=[O:10])[CH:8]=[C:4]2[C:5](=[O:7])[O:6][C:2]([CH3:12])([CH3:1])[O:3]2)=[CH:18][CH:19]=1. The catalyst class is: 4. (3) Reactant: [CH3:1][N:2]1[CH2:6][CH:5]([C:7]2[CH:12]=[CH:11][CH:10]=[CH:9][CH:8]=2)[C:4]2([CH2:18][CH2:17][CH2:16][NH:15][CH2:14][CH2:13]2)[C:3]1=[O:19].[CH2:20]([O:27][CH2:28][C@@H:29]([NH:33][C:34](=[O:46])[C:35]([NH:38][C:39]([O:41][C:42]([CH3:45])([CH3:44])[CH3:43])=[O:40])([CH3:37])[CH3:36])[C:30](O)=[O:31])[C:21]1[CH:26]=[CH:25][CH:24]=[CH:23][CH:22]=1.CCN(C(C)C)C(C)C.C(P1(=O)OP(CCC)(=O)OP(CCC)(=O)O1)CC. Product: [CH2:20]([O:27][CH2:28][C@@H:29]([NH:33][C:34](=[O:46])[C:35]([NH:38][C:39](=[O:40])[O:41][C:42]([CH3:45])([CH3:44])[CH3:43])([CH3:37])[CH3:36])[C:30]([N:15]1[CH2:16][CH2:17][CH2:18][C:4]2([C:3](=[O:19])[N:2]([CH3:1])[CH2:6][CH:5]2[C:7]2[CH:12]=[CH:11][CH:10]=[CH:9][CH:8]=2)[CH2:13][CH2:14]1)=[O:31])[C:21]1[CH:22]=[CH:23][CH:24]=[CH:25][CH:26]=1. The catalyst class is: 144.